This data is from Forward reaction prediction with 1.9M reactions from USPTO patents (1976-2016). The task is: Predict the product of the given reaction. (1) Given the reactants FC(F)(F)S(O[C:7]1[CH:16]=[C:15]([NH:17][C:18]2[C:23]([Cl:24])=[CH:22][N:21]=[CH:20][C:19]=2[Cl:25])[C:14]2[C:9](=[C:10]([O:28][CH:29]3[CH2:33][CH2:32][CH2:31][CH2:30]3)[C:11]([O:26][CH3:27])=[CH:12][CH:13]=2)[N:8]=1)(=O)=O.[CH3:36][NH:37][CH3:38], predict the reaction product. The product is: [CH:29]1([O:28][C:10]2[C:11]([O:26][CH3:27])=[CH:12][CH:13]=[C:14]3[C:9]=2[N:8]=[C:7]([N:37]([CH3:38])[CH3:36])[CH:16]=[C:15]3[NH:17][C:18]2[C:23]([Cl:24])=[CH:22][N:21]=[CH:20][C:19]=2[Cl:25])[CH2:30][CH2:31][CH2:32][CH2:33]1. (2) Given the reactants [C:1]([N:5]([CH2:9][CH2:10][OH:11])[CH2:6][CH2:7][OH:8])([CH3:4])([CH3:3])[CH3:2].C(N(CC)CC)C.Cl[C:20](Cl)([O:22]C(=O)OC(Cl)(Cl)Cl)Cl, predict the reaction product. The product is: [C:1]([N:5]1[CH2:6][CH2:7][O:8][C:20](=[O:22])[O:11][CH2:10][CH2:9]1)([CH3:4])([CH3:3])[CH3:2].